Dataset: Catalyst prediction with 721,799 reactions and 888 catalyst types from USPTO. Task: Predict which catalyst facilitates the given reaction. (1) Reactant: C([O:8][N:9]1[C:15](=[O:16])[N:14]2[CH2:17][C@H:10]1[CH2:11][CH2:12][C@H:13]2[C:18]1[CH:22]=[C:21]([C:23]([NH2:25])=[O:24])[O:20][N:19]=1)C1C=CC=CC=1. Product: [OH:8][N:9]1[C:15](=[O:16])[N:14]2[CH2:17][C@H:10]1[CH2:11][CH2:12][C@H:13]2[C:18]1[CH:22]=[C:21]([C:23]([NH2:25])=[O:24])[O:20][N:19]=1. The catalyst class is: 123. (2) Reactant: [C:1]([O:5][C:6]([NH:8][C:9]1[O:10][C:11]2[CH:17]=[C:16]([C:18](OC)=[O:19])[CH:15]=[C:14]([C:22]3[CH:27]=[CH:26][CH:25]=[C:24]([Cl:28])[CH:23]=3)[C:12]=2[N:13]=1)=[O:7])([CH3:4])([CH3:3])[CH3:2].[Li+].[BH4-]. Product: [Cl:28][C:24]1[CH:23]=[C:22]([C:14]2[C:12]3[N:13]=[C:9]([NH:8][C:6](=[O:7])[O:5][C:1]([CH3:2])([CH3:3])[CH3:4])[O:10][C:11]=3[CH:17]=[C:16]([CH2:18][OH:19])[CH:15]=2)[CH:27]=[CH:26][CH:25]=1. The catalyst class is: 1.